From a dataset of Tyrosyl-DNA phosphodiesterase HTS with 341,365 compounds. Binary Classification. Given a drug SMILES string, predict its activity (active/inactive) in a high-throughput screening assay against a specified biological target. The drug is S=c1n(c2c([nH]1)cc(cc2)C(O)=O)CC. The result is 0 (inactive).